This data is from CYP2C9 inhibition data for predicting drug metabolism from PubChem BioAssay. The task is: Regression/Classification. Given a drug SMILES string, predict its absorption, distribution, metabolism, or excretion properties. Task type varies by dataset: regression for continuous measurements (e.g., permeability, clearance, half-life) or binary classification for categorical outcomes (e.g., BBB penetration, CYP inhibition). Dataset: cyp2c9_veith. (1) The molecule is Clc1ccc2c(c1)C=Nc1c(NCc3ccccc3)ncnc1O2. The result is 0 (non-inhibitor). (2) The compound is CC1(C)O[C@@H]2O[C@H]([C@H](O)CO/N=C3\[C@@H]4CCn5c(=O)n(-c6ccccc6)c(=O)n5[C@H]4[C@H](O)[C@H]4O[C@H]34)[C@@H](O)[C@@H]2O1. The result is 0 (non-inhibitor). (3) The drug is O=C(COC(=O)c1ccccc1Nc1cccc(C(F)(F)F)c1)NCc1ccco1. The result is 1 (inhibitor). (4) The compound is Cc1noc(C)c1-c1nc(N2CCOCC2)c2ccccc2n1. The result is 0 (non-inhibitor). (5) The molecule is O=C(NN=C1C2CC3CC(C2)CC1C3)c1cc(Cl)ccc1O. The result is 1 (inhibitor). (6) The drug is COc1ccc(-n2c(O)c(C(C)=NCCCn3ccnc3)c(=O)[nH]c2=O)cc1. The result is 1 (inhibitor). (7) The molecule is COc1ccc2nc(SCC(=O)NN)cc(C)c2c1. The result is 0 (non-inhibitor). (8) The drug is CN(Cc1ccco1)c1nc(-c2ccoc2)nc2ccccc12. The result is 0 (non-inhibitor). (9) The molecule is CN(C)c1ncc2nc(-c3ccc(F)cc3)c(=O)n(C)c2n1. The result is 0 (non-inhibitor). (10) The compound is CCCCCCCCCCCCCCC[C@H](O)[C@H](N)CO. The result is 0 (non-inhibitor).